This data is from Full USPTO retrosynthesis dataset with 1.9M reactions from patents (1976-2016). The task is: Predict the reactants needed to synthesize the given product. (1) Given the product [C:11]([O:10][C:9]([N:8]([C:16]([O:18][C:19]([CH3:22])([CH3:21])[CH3:20])=[O:17])[C:5]1[N:6]=[CH:7][C:2]([C:33]2[CH:38]=[CH:37][C:36]([S:39]([CH:42]3[CH2:47][CH2:46][CH2:45][N:44]([C:48]([O:50][C:51]([CH3:54])([CH3:53])[CH3:52])=[O:49])[CH2:43]3)(=[O:41])=[O:40])=[CH:35][CH:34]=2)=[N:3][C:4]=1[C:23]#[CH:24])=[O:15])([CH3:14])([CH3:13])[CH3:12], predict the reactants needed to synthesize it. The reactants are: Br[C:2]1[N:3]=[C:4]([C:23]#[CH:24])[C:5]([N:8]([C:16]([O:18][C:19]([CH3:22])([CH3:21])[CH3:20])=[O:17])[C:9](=[O:15])[O:10][C:11]([CH3:14])([CH3:13])[CH3:12])=[N:6][CH:7]=1.CC1(C)C(C)(C)OB([C:33]2[CH:38]=[CH:37][C:36]([S:39]([CH:42]3[CH2:47][CH2:46][CH2:45][N:44]([C:48]([O:50][C:51]([CH3:54])([CH3:53])[CH3:52])=[O:49])[CH2:43]3)(=[O:41])=[O:40])=[CH:35][CH:34]=2)O1.[O-]P([O-])([O-])=O.[K+].[K+].[K+]. (2) The reactants are: [C:1]([O:4][CH2:5][C:6](=[O:28])[C@@H:7]1[C@:23]2([CH3:24])[CH:10]([CH:11]3[C:20](=[CH:21][CH2:22]2)[C@:19]2([CH3:25])[C:14](=[CH:15][C:16](=[O:26])[CH:17]=[CH:18]2)[CH2:13][CH2:12]3)[CH2:9][C@H:8]1[CH3:27])(=[O:3])[CH3:2].C([SiH](CC)CC)C. Given the product [C:1]([O:4][CH2:5][C:6](=[O:28])[C@@H:7]1[C@:23]2([CH3:24])[CH:10]([CH:11]3[C:20](=[CH:21][CH2:22]2)[C@:19]2([CH3:25])[C:14](=[CH:15][C:16](=[O:26])[CH2:17][CH2:18]2)[CH2:13][CH2:12]3)[CH2:9][C@H:8]1[CH3:27])(=[O:3])[CH3:2], predict the reactants needed to synthesize it. (3) Given the product [Cl:26][C:21]1[CH:22]=[CH:23][CH:24]=[CH:25][C:20]=1[N:18]([CH3:19])[C:16]([C:14]1[S:13][C:12]2[C:6]3[CH:5]=[CH:4][C:3]([CH2:2][N:32]4[CH2:33][CH2:34][N:29]([CH3:28])[CH2:30][CH2:31]4)=[CH:27][C:7]=3[O:8][CH2:9][CH2:10][C:11]=2[CH:15]=1)=[O:17], predict the reactants needed to synthesize it. The reactants are: Br[CH2:2][C:3]1[CH:4]=[CH:5][C:6]2[C:12]3[S:13][C:14]([C:16]([N:18]([C:20]4[CH:25]=[CH:24][CH:23]=[CH:22][C:21]=4[Cl:26])[CH3:19])=[O:17])=[CH:15][C:11]=3[CH2:10][CH2:9][O:8][C:7]=2[CH:27]=1.[CH3:28][N:29]1[CH2:34][CH2:33][NH:32][CH2:31][CH2:30]1. (4) Given the product [NH2:24][C:23]1[C:3]([C:1]#[N:2])=[C:4]([CH:20]=[CH:21][CH:22]=1)[O:5][CH2:6][C@H:7]1[CH2:12][CH2:11][CH2:10][N:9]([C:13]([O:15][C:16]([CH3:19])([CH3:17])[CH3:18])=[O:14])[CH2:8]1, predict the reactants needed to synthesize it. The reactants are: [C:1]([C:3]1[C:23]([N+:24]([O-])=O)=[CH:22][CH:21]=[CH:20][C:4]=1[O:5][CH2:6][C@H:7]1[CH2:12][CH2:11][CH2:10][N:9]([C:13]([O:15][C:16]([CH3:19])([CH3:18])[CH3:17])=[O:14])[CH2:8]1)#[N:2]. (5) Given the product [C:1]([O:9][C:10]1[CH:15]=[CH:14][C:13]([N+:16]([O-:18])=[O:17])=[CH:12][C:11]=1[CH2:19][C:20]([C:22]1[CH:27]=[CH:26][C:25]([O:28][CH3:29])=[CH:24][CH:23]=1)=[O:21])(=[O:6])[CH2:2][CH2:3][CH2:4][CH3:5], predict the reactants needed to synthesize it. The reactants are: [C:1](Cl)(=[O:6])[CH2:2][CH2:3][CH2:4][CH3:5].[K].[OH:9][C:10]1[CH:15]=[CH:14][C:13]([N+:16]([O-:18])=[O:17])=[CH:12][C:11]=1[CH2:19][C:20]([C:22]1[CH:27]=[CH:26][C:25]([O:28][CH3:29])=[CH:24][CH:23]=1)=[O:21].